Dataset: Catalyst prediction with 721,799 reactions and 888 catalyst types from USPTO. Task: Predict which catalyst facilitates the given reaction. Reactant: [NH2:1][C:2]1[N:7]2[N:8]=[C:9]([CH3:11])[CH:10]=[C:6]2[N:5]=[CH:4][C:3]=1[CH:12]=O.[C:14]1([CH2:20][C:21](OC)=[O:22])[CH:19]=[CH:18][CH:17]=[CH:16][CH:15]=1.CC(C)([O-])C.[K+].C1(C)C=CC=CC=1. Product: [CH3:11][C:9]1[CH:10]=[C:6]2[N:5]=[CH:4][C:3]3[CH:12]=[C:20]([C:14]4[CH:19]=[CH:18][CH:17]=[CH:16][CH:15]=4)[C:21](=[O:22])[NH:1][C:2]=3[N:7]2[N:8]=1. The catalyst class is: 3.